This data is from Reaction yield outcomes from USPTO patents with 853,638 reactions. The task is: Predict the reaction yield, written as a fraction of the theoretical maximum amount of product (1.0 means a 100% yield; for example, 0.34 means a 34% yield). (1) The reactants are Br[C:2]1[CH:7]=[CH:6][C:5]([Cl:8])=[C:4]([Cl:9])[CH:3]=1.[C:10]1(B(O)O)[CH:15]=[CH:14][CH:13]=[CH:12][CH:11]=1.C1(P(C2C=CC=CC=2)C2C=CC=CC=2)C=CC=CC=1.C(=O)([O-])[O-].[K+].[K+]. The catalyst is O. The product is [C:10]1([C:2]2[CH:7]=[CH:6][C:5]([Cl:8])=[C:4]([Cl:9])[CH:3]=2)[CH:15]=[CH:14][CH:13]=[CH:12][CH:11]=1. The yield is 0.300. (2) The reactants are [CH3:1][O:2][C:3]1[CH:4]=[CH:5][C:6]([N+:12]([O-:14])=[O:13])=[C:7]([CH:11]=1)[C:8](O)=[O:9].C[N:16](C=O)C.C(Cl)(=O)C(Cl)=O.N. The catalyst is C1COCC1. The product is [CH3:1][O:2][C:3]1[CH:4]=[CH:5][C:6]([N+:12]([O-:14])=[O:13])=[C:7]([CH:11]=1)[C:8]([NH2:16])=[O:9]. The yield is 0.560. (3) The reactants are C(OC([N:8]([C:16]1[C:20]2[CH:21]=[C:22]([CH:35]3[CH2:37][CH2:36]3)[C:23]([CH2:25][O:26][C:27]3[CH:32]=[CH:31][C:30]([Cl:33])=[C:29]([Cl:34])[CH:28]=3)=[CH:24][C:19]=2[O:18][N:17]=1)C(=O)OC(C)(C)C)=O)(C)(C)C.FC(F)(F)C(O)=O. The catalyst is C(Cl)Cl. The product is [CH:35]1([C:22]2[C:23]([CH2:25][O:26][C:27]3[CH:32]=[CH:31][C:30]([Cl:33])=[C:29]([Cl:34])[CH:28]=3)=[CH:24][C:19]3[O:18][N:17]=[C:16]([NH2:8])[C:20]=3[CH:21]=2)[CH2:36][CH2:37]1. The yield is 0.950. (4) The reactants are [N:1]1[CH:6]=[CH:5][CH:4]=[C:3]([NH:7][C:8](=[O:15])OCC(Cl)(Cl)Cl)[CH:2]=1.[F:16][C:17]1[CH:18]=[C:19]([C:23]2[N:24]=[C:25](N3CCNCC3)[S:26][CH:27]=2)[CH:20]=[CH:21][CH:22]=1.C([N:37]([CH:40]([CH3:42])C)[CH2:38][CH3:39])(C)C.O.[CH3:44]S(C)=O. The product is [F:16][C:17]1[CH:18]=[C:19]([C:23]2[N:24]=[C:25]([CH:44]3[CH2:39][CH2:38][N:37]([C:8]([NH:7][C:3]4[CH:2]=[N:1][CH:6]=[CH:5][CH:4]=4)=[O:15])[CH2:40][CH2:42]3)[S:26][CH:27]=2)[CH:20]=[CH:21][CH:22]=1. The yield is 0.961. No catalyst specified. (5) The reactants are [O:1]([C:8]1[CH:13]=[CH:12][C:11](O)=[CH:10][CH:9]=1)[C:2]1[CH:7]=[CH:6][CH:5]=[CH:4][CH:3]=1.[Br:15][CH2:16][CH2:17][CH2:18]Br.C(=O)([O-])[O-].[K+].[K+]. The catalyst is C(C(C)=O)C. The product is [Br:15][CH2:16][CH2:17][CH2:18][C:11]1[CH:12]=[CH:13][C:8]([O:1][C:2]2[CH:7]=[CH:6][CH:5]=[CH:4][CH:3]=2)=[CH:9][CH:10]=1. The yield is 0.840.